From a dataset of Forward reaction prediction with 1.9M reactions from USPTO patents (1976-2016). Predict the product of the given reaction. Given the reactants [CH:1]1([NH:5][C:6]([NH:8][CH2:9][C:10]2[CH:36]=[C:35]([F:37])[CH:34]=[CH:33][C:11]=2[CH2:12][O:13][C:14]2[CH:19]=[C:18]([CH3:20])[N:17]([C:21]3[CH:22]=[C:23]([CH:28]=[CH:29][C:30]=3[CH3:31])[C:24]([O:26][CH3:27])=[O:25])[C:16](=[O:32])[CH:15]=2)=[O:7])[CH2:4][CH2:3][CH2:2]1.C1C(=O)N([Cl:45])C(=O)C1, predict the reaction product. The product is: [Cl:45][C:15]1[C:16](=[O:32])[N:17]([C:21]2[CH:22]=[C:23]([CH:28]=[CH:29][C:30]=2[CH3:31])[C:24]([O:26][CH3:27])=[O:25])[C:18]([CH3:20])=[CH:19][C:14]=1[O:13][CH2:12][C:11]1[CH:33]=[CH:34][C:35]([F:37])=[CH:36][C:10]=1[CH2:9][NH:8][C:6]([NH:5][CH:1]1[CH2:2][CH2:3][CH2:4]1)=[O:7].